Dataset: Forward reaction prediction with 1.9M reactions from USPTO patents (1976-2016). Task: Predict the product of the given reaction. (1) Given the reactants [NH2:1][C:2]([CH3:17])([CH2:5][N:6]1[N:10]=[C:9]2[CH:11]=[CH:12][C:13]([O:15][CH3:16])=[CH:14][C:8]2=[N:7]1)[C:3]#[N:4].[F:18][C:19]([F:30])([F:29])[C:20]1[CH:28]=[CH:27][C:23]([C:24](Cl)=[S:25])=[CH:22][CH:21]=1, predict the reaction product. The product is: [C:3]([C:2]([NH:1][C:24](=[S:25])[C:23]1[CH:22]=[CH:21][C:20]([C:19]([F:18])([F:29])[F:30])=[CH:28][CH:27]=1)([CH3:17])[CH2:5][N:6]1[N:10]=[C:9]2[CH:11]=[CH:12][C:13]([O:15][CH3:16])=[CH:14][C:8]2=[N:7]1)#[N:4]. (2) Given the reactants Br[C:2]1[N:6]=[CH:5][N:4]([C:7]2[CH:12]=[CH:11][C:10]([O:13][C:14]([F:17])([F:16])[F:15])=[CH:9][CH:8]=2)[N:3]=1.[F:18][C:19]1[CH:26]=[C:25](B2OC(C)(C)C(C)(C)O2)[CH:24]=[CH:23][C:20]=1[CH:21]=[O:22], predict the reaction product. The product is: [F:18][C:19]1[CH:26]=[C:25]([C:2]2[N:6]=[CH:5][N:4]([C:7]3[CH:12]=[CH:11][C:10]([O:13][C:14]([F:17])([F:16])[F:15])=[CH:9][CH:8]=3)[N:3]=2)[CH:24]=[CH:23][C:20]=1[CH:21]=[O:22]. (3) Given the reactants [Br:1][C:2]1[CH:3]=[C:4]([C:13]2[N:17]([C:18]3[CH:23]=[CH:22][N:21]=[C:20]([CH3:24])[CH:19]=3)[N:16]=[C:15]([C:25]([OH:27])=O)[CH:14]=2)[CH:5]=[C:6]([O:8][C:9]([F:12])([F:11])[F:10])[CH:7]=1.ClC1C=C(C2N(C3C=CC=CN=3)N=C([C:47]([N:49]3[CH2:53][C:52](=[O:54])[NH:51][CH2:50]3)=O)C=2)C=C(F)C=1.O=C1CNCCN1, predict the reaction product. The product is: [Br:1][C:2]1[CH:3]=[C:4]([C:13]2[N:17]([C:18]3[CH:23]=[CH:22][N:21]=[C:20]([CH3:24])[CH:19]=3)[N:16]=[C:15]([C:25]([N:49]3[CH2:47][CH2:50][NH:51][C:52](=[O:54])[CH2:53]3)=[O:27])[CH:14]=2)[CH:5]=[C:6]([O:8][C:9]([F:12])([F:11])[F:10])[CH:7]=1. (4) Given the reactants [Cl:1][C:2]1[CH:3]=[C:4]([CH:9]=[C:10]([I:13])[C:11]=1[OH:12])[C:5]([O:7][CH3:8])=[O:6].[C:14](=O)([O-])[O-].[K+].[K+].COS(=O)(=O)OC, predict the reaction product. The product is: [Cl:1][C:2]1[CH:3]=[C:4]([CH:9]=[C:10]([I:13])[C:11]=1[O:12][CH3:14])[C:5]([O:7][CH3:8])=[O:6]. (5) Given the reactants Cl[C:2]1[C:7]([C:8]#[N:9])=[CH:6][N:5]=[C:4]([NH:10][C@@H:11]2[C:16]([F:18])([F:17])[CH2:15][CH2:14][CH2:13][C@@H:12]2[NH:19][C:20](=[O:26])[O:21][C:22]([CH3:25])([CH3:24])[CH3:23])[N:3]=1.[N:27]1([C:32]2[CH:33]=[C:34]([CH:36]=[CH:37][CH:38]=2)[NH2:35])[CH:31]=[CH:30][CH:29]=[N:28]1.C([O-])([O-])=O.[Cs+].[Cs+], predict the reaction product. The product is: [N:27]1([C:32]2[CH:33]=[C:34]([NH:35][C:2]3[C:7]([C:8]#[N:9])=[CH:6][N:5]=[C:4]([NH:10][C@@H:11]4[C:16]([F:18])([F:17])[CH2:15][CH2:14][CH2:13][C@@H:12]4[NH:19][C:20](=[O:26])[O:21][C:22]([CH3:25])([CH3:24])[CH3:23])[N:3]=3)[CH:36]=[CH:37][CH:38]=2)[CH:31]=[CH:30][CH:29]=[N:28]1.